Predict the reactants needed to synthesize the given product. From a dataset of Full USPTO retrosynthesis dataset with 1.9M reactions from patents (1976-2016). (1) Given the product [CH3:1][O:2][C:3](=[O:30])[CH2:4][N:5]1[CH2:11][C:10]([CH2:12][OH:13])=[CH:9][CH2:8][CH:7]([NH2:21])[C:6]1=[O:29], predict the reactants needed to synthesize it. The reactants are: [CH3:1][O:2][C:3](=[O:30])[CH2:4][N:5]1[CH2:11][C:10]([C:12](C)(C)[O:13][SiH2]C(C)(C)C)=[CH:9][CH2:8][CH:7]([NH:21]C(OC(C)(C)C)=O)[C:6]1=[O:29].C(O)(C(F)(F)F)=O. (2) Given the product [Cl:34][C:26]1[CH:25]=[C:24]([CH:16]([CH2:17][CH:18]2[CH2:23][CH2:22][O:21][CH2:20][CH2:19]2)[C:15]([NH:14][C:11]2[CH:12]=[CH:13][N:9]([CH2:8][CH2:7][OH:6])[N:10]=2)=[O:35])[CH:29]=[CH:28][C:27]=1[S:30]([CH3:33])(=[O:32])=[O:31], predict the reactants needed to synthesize it. The reactants are: C([Si](C)(C)[O:6][CH2:7][CH2:8][N:9]1[CH:13]=[CH:12][C:11]([NH:14][C:15](=[O:35])[CH:16]([C:24]2[CH:29]=[CH:28][C:27]([S:30]([CH3:33])(=[O:32])=[O:31])=[C:26]([Cl:34])[CH:25]=2)[CH2:17][CH:18]2[CH2:23][CH2:22][O:21][CH2:20][CH2:19]2)=[N:10]1)(C)(C)C.C(O)C. (3) The reactants are: [Br:1][C:2]1[CH:3]=[C:4]([CH:8]=[CH:9][CH:10]=1)[CH2:5][CH2:6][NH2:7].[F:11][C:12]([F:19])([F:18])[C:13](OCC)=[O:14]. Given the product [Br:1][C:2]1[CH:3]=[C:4]([CH:8]=[CH:9][CH:10]=1)[CH2:5][CH2:6][NH:7][C:13](=[O:14])[C:12]([F:19])([F:18])[F:11], predict the reactants needed to synthesize it. (4) Given the product [F:19][C:3]1[C:4]2[C:9](=[CH:8][C:7]([C:10]([O:12][CH3:13])=[O:11])=[CH:6][CH:5]=2)[NH:1][CH:2]=1, predict the reactants needed to synthesize it. The reactants are: [NH:1]1[C:9]2[C:4](=[CH:5][CH:6]=[C:7]([C:10]([O:12][CH3:13])=[O:11])[CH:8]=2)[CH:3]=[CH:2]1.[O-]S(C(F)(F)[F:19])(=O)=O.F[N+]1C(C)=CC(C)=CC=1C. (5) The reactants are: [CH:1]1[C:10]2[C:5](=[CH:6][CH:7]=[CH:8][CH:9]=2)[CH:4]=[CH:3][C:2]=1[C:11]1[CH:12]=[C:13]([NH:17][C:18]2[C:23]([NH2:24])=[CH:22][CH:21]=[CH:20][N:19]=2)[CH:14]=[CH:15][CH:16]=1.[N:25]1[CH:30]=[CH:29][CH:28]=[C:27]([CH2:31][C:32](=O)[C:33](O)=[O:34])[CH:26]=1. Given the product [CH:1]1[C:10]2[C:5](=[CH:6][CH:7]=[CH:8][CH:9]=2)[CH:4]=[CH:3][C:2]=1[C:11]1[CH:12]=[C:13]([N:17]2[C:33](=[O:34])[C:32]([CH2:31][C:27]3[CH:26]=[N:25][CH:30]=[CH:29][CH:28]=3)=[N:24][C:23]3[CH:22]=[CH:21][CH:20]=[N:19][C:18]2=3)[CH:14]=[CH:15][CH:16]=1, predict the reactants needed to synthesize it. (6) Given the product [CH3:2][N:1]([CH2:3][C:4]([OH:6])=[O:5])[C:8]1[CH:15]=[CH:14][CH:13]=[C:10]([C:11]#[N:12])[CH:9]=1, predict the reactants needed to synthesize it. The reactants are: [NH:1]([CH2:3][C:4]([OH:6])=[O:5])[CH3:2].I[C:8]1[CH:9]=[C:10]([CH:13]=[CH:14][CH:15]=1)[C:11]#[N:12].C(=O)([O-])[O-].[K+].[K+].N1C=CC=CC=1. (7) The reactants are: Cl.[NH2:2][OH:3].C([O-])([O-])=O.[Na+].[Na+].[Cl:10][C:11]1[CH:18]=[CH:17][C:14]([C:15]#[N:16])=[CH:13][N:12]=1. Given the product [Cl:10][C:11]1[CH:18]=[CH:17][C:14]([C:15]([NH:2][OH:3])=[NH:16])=[CH:13][N:12]=1, predict the reactants needed to synthesize it.